The task is: Predict which catalyst facilitates the given reaction.. This data is from Catalyst prediction with 721,799 reactions and 888 catalyst types from USPTO. (1) Product: [NH2:17][C:13]1[N:12]=[C:11]([C:9]2[S:8][C:7]([C:18]3[CH:23]=[CH:22][CH:21]=[CH:20][CH:19]=3)=[C:6]([C:4]([OH:5])=[O:3])[CH:10]=2)[CH:16]=[CH:15][N:14]=1. Reactant: C([O:3][C:4]([C:6]1[CH:10]=[C:9]([C:11]2[CH:16]=[CH:15][N:14]=[C:13]([NH2:17])[N:12]=2)[S:8][C:7]=1[C:18]1[CH:23]=[CH:22][CH:21]=[CH:20][CH:19]=1)=[O:5])C.[OH-].[Na+].Cl. The catalyst class is: 315. (2) Reactant: [CH:1]([CH:3]([C:10]#[N:11])[C:4]1[CH:9]=[CH:8][CH:7]=[CH:6][CH:5]=1)=[CH2:2].[C:12]1([N:18]([C:27]2[CH:32]=[CH:31][CH:30]=[CH:29][CH:28]=2)[C:19]2[CH:26]=[CH:25]C(C=O)=[CH:21][CH:20]=2)[CH:17]=[CH:16][CH:15]=[CH:14][CH:13]=1.N1CC[CH2:35][CH2:34]1.CC(=O)OCC. Product: [C:27]1([N:18]([C:12]2[CH:13]=[CH:14][CH:15]=[CH:16][CH:17]=2)[C:19]2[CH:26]=[CH:25][C:2](/[CH:1]=[C:3](/[C:4]3[CH:9]=[CH:8][C:7]([CH:34]=[CH2:35])=[CH:6][CH:5]=3)\[C:10]#[N:11])=[CH:21][CH:20]=2)[CH:28]=[CH:29][CH:30]=[CH:31][CH:32]=1. The catalyst class is: 5. (3) Reactant: Cl[C:2]1[C:11]2[C:6](=[CH:7][C:8]([S:12]([O:15][C:16]3[C:21]([F:22])=[C:20]([F:23])[C:19]([F:24])=[C:18]([F:25])[C:17]=3[F:26])(=[O:14])=[O:13])=[CH:9][CH:10]=2)[CH:5]=[CH:4][N:3]=1.[Cl:27][C:28]1[C:33]([F:34])=[CH:32][C:31](B(O)O)=[C:30]([O:38][CH3:39])[CH:29]=1.C(=O)([O-])[O-].[K+].[K+]. Product: [Cl:27][C:28]1[C:33]([F:34])=[CH:32][C:31]([C:2]2[C:11]3[C:6](=[CH:7][C:8]([S:12]([O:15][C:16]4[C:17]([F:26])=[C:18]([F:25])[C:19]([F:24])=[C:20]([F:23])[C:21]=4[F:22])(=[O:13])=[O:14])=[CH:9][CH:10]=3)[CH:5]=[CH:4][N:3]=2)=[C:30]([O:38][CH3:39])[CH:29]=1. The catalyst class is: 73. (4) Reactant: [C:1]([C:3]1[CH:10]=[CH:9][C:6]([CH:7]=[O:8])=[C:5]([F:11])[CH:4]=1)#[CH:2].[BH4-].[Na+]. Product: [C:1]([C:3]1[CH:10]=[CH:9][C:6]([CH2:7][OH:8])=[C:5]([F:11])[CH:4]=1)#[CH:2]. The catalyst class is: 32. (5) Reactant: [Cl:1][C:2]1[S:6][C:5]([S:7]([NH:10][CH:11]([C:17]2[N:21]([C:22]3[CH:27]=[CH:26][C:25]([O:28]C)=[CH:24][CH:23]=3)[N:20]=[CH:19][CH:18]=2)[CH:12]([CH2:15][CH3:16])[CH2:13][CH3:14])(=[O:9])=[O:8])=[CH:4][CH:3]=1.B(Br)(Br)Br.O. Product: [Cl:1][C:2]1[S:6][C:5]([S:7]([NH:10][CH:11]([C:17]2[N:21]([C:22]3[CH:23]=[CH:24][C:25]([OH:28])=[CH:26][CH:27]=3)[N:20]=[CH:19][CH:18]=2)[CH:12]([CH2:15][CH3:16])[CH2:13][CH3:14])(=[O:8])=[O:9])=[CH:4][CH:3]=1. The catalyst class is: 2. (6) Reactant: [Cl:1][C:2]1[CH:7]=[CH:6][CH:5]=[C:4]([Cl:8])[C:3]=1[NH:9][C:10]1[N:11]([CH3:29])[C:12]2[C:21]3[C:20](=[O:22])[NH:19][C:18]([CH3:23])=[C:17]([CH2:24][C:25](O)=[O:26])[C:16]=3[CH:15]=[CH:14][C:13]=2[N:28]=1.F[B-](F)(F)F.N1(OC(N(C)C)=[N+](C)C)C2C=CC=CC=2N=N1.[NH:52]1[CH2:57][CH2:56][O:55][CH2:54][CH2:53]1. Product: [Cl:8][C:4]1[CH:5]=[CH:6][CH:7]=[C:2]([Cl:1])[C:3]=1[NH:9][C:10]1[N:11]([CH3:29])[C:12]2[C:21]3[C:20](=[O:22])[NH:19][C:18]([CH3:23])=[C:17]([CH2:24][C:25]([N:52]4[CH2:57][CH2:56][O:55][CH2:54][CH2:53]4)=[O:26])[C:16]=3[CH:15]=[CH:14][C:13]=2[N:28]=1. The catalyst class is: 3. (7) Reactant: [C:1]([N:8]1[CH2:11][C:10](=O)[CH2:9]1)([O:3][C:4]([CH3:7])([CH3:6])[CH3:5])=[O:2].[C:13]([O:17][C:18]([NH:20][CH:21]1[CH2:26][CH2:25][NH:24][CH2:23][CH2:22]1)=[O:19])([CH3:16])([CH3:15])[CH3:14].C(O)(=O)C. Product: [C:13]([O:17][C:18]([NH:20][CH:21]1[CH2:22][CH2:23][N:24]([CH:10]2[CH2:11][N:8]([C:1]([O:3][C:4]([CH3:7])([CH3:6])[CH3:5])=[O:2])[CH2:9]2)[CH2:25][CH2:26]1)=[O:19])([CH3:16])([CH3:14])[CH3:15]. The catalyst class is: 129.